This data is from Full USPTO retrosynthesis dataset with 1.9M reactions from patents (1976-2016). The task is: Predict the reactants needed to synthesize the given product. (1) The reactants are: [CH3:1][C:2]1[N:3]=[C:4]([C:7]2[C:8]3[CH2:16][CH2:15][CH2:14][CH2:13][C:9]=3[S:10][C:11]=2[NH2:12])[S:5][CH:6]=1.[C:17]([O:21][C:22](=[O:32])[CH2:23][N:24]1[CH2:28][CH2:27][CH2:26][CH:25]1[C:29]([O-])=[O:30])([CH3:20])([CH3:19])[CH3:18].[Li+].F[B-](F)(F)F.BrC1C=CC=C[N+]=1CC.CCN(C(C)C)C(C)C.[NH4+].[Cl-]. Given the product [CH3:1][C:2]1[N:3]=[C:4]([C:7]2[C:8]3[CH2:16][CH2:15][CH2:14][CH2:13][C:9]=3[S:10][C:11]=2[NH:12][C:29]([CH:25]2[CH2:26][CH2:27][CH2:28][N:24]2[CH2:23][C:22]([O:21][C:17]([CH3:20])([CH3:19])[CH3:18])=[O:32])=[O:30])[S:5][CH:6]=1, predict the reactants needed to synthesize it. (2) Given the product [F:13][C:12]1[CH:11]=[CH:10][C:6]([C:7]([O:9][CH3:18])=[O:8])=[CH:5][C:4]=1[N+:1]([O-:3])=[O:2], predict the reactants needed to synthesize it. The reactants are: [N+:1]([C:4]1[CH:5]=[C:6]([CH:10]=[CH:11][C:12]=1[F:13])[C:7]([OH:9])=[O:8])([O-:3])=[O:2].S(Cl)(Cl)=O.[CH3:18]O. (3) Given the product [CH2:22]([O:21][CH2:20][CH2:19][CH2:18][CH2:17][N:8]1[C:9](=[O:12])[CH:10]=[N:11][C:6]2[CH:5]=[CH:4][C:3]([O:2][CH3:1])=[N:13][C:7]1=2)[C:23]1[CH:28]=[CH:27][CH:26]=[CH:25][CH:24]=1, predict the reactants needed to synthesize it. The reactants are: [CH3:1][O:2][C:3]1[CH:4]=[CH:5][C:6]2[N:11]=[CH:10][C:9](=[O:12])[NH:8][C:7]=2[N:13]=1.[H-].[Li+].Br[CH2:17][CH2:18][CH2:19][CH2:20][O:21][CH2:22][C:23]1[CH:28]=[CH:27][CH:26]=[CH:25][CH:24]=1.[I-].[Na+]. (4) The reactants are: [Cl:1][C:2]1[CH:7]=[CH:6][CH:5]=[C:4]([O:8][CH3:9])[C:3]=1[C:10]1[CH:15]=[CH:14][CH:13]=[CH:12][C:11]=1Cl.ClC1C=CC=C(OC)C=1B(O)O.[F:29][C:30]([F:39])([F:38])C1C=CC=CC=1Br. Given the product [Cl:1][C:2]1[C:3]([C:10]2[CH:15]=[CH:14][CH:13]=[CH:12][C:11]=2[C:30]([F:39])([F:38])[F:29])=[C:4]([O:8][CH3:9])[CH:5]=[CH:6][CH:7]=1, predict the reactants needed to synthesize it. (5) Given the product [CH:22]([N:21]([CH3:20])[C:2]1[CH:19]=[CH:18][C:5]2[CH2:6][N:7]([C:11]([O:13][C:14]([CH3:17])([CH3:16])[CH3:15])=[O:12])[CH2:8][CH2:9][O:10][C:4]=2[CH:3]=1)([CH3:24])[CH3:23], predict the reactants needed to synthesize it. The reactants are: Br[C:2]1[CH:19]=[CH:18][C:5]2[CH2:6][N:7]([C:11]([O:13][C:14]([CH3:17])([CH3:16])[CH3:15])=[O:12])[CH2:8][CH2:9][O:10][C:4]=2[CH:3]=1.[CH3:20][NH:21][CH:22]([CH3:24])[CH3:23].CC(C)([O-])C.[Na+].O.